This data is from Forward reaction prediction with 1.9M reactions from USPTO patents (1976-2016). The task is: Predict the product of the given reaction. (1) Given the reactants [CH3:1][C:2]([OH:7])([CH3:6])[CH2:3][CH2:4][OH:5].[CH3:8][C:9]1[CH:14]=[CH:13][C:12]([S:15](Cl)(=[O:17])=[O:16])=[CH:11][CH:10]=1, predict the reaction product. The product is: [CH3:8][C:9]1[CH:14]=[CH:13][C:12]([S:15]([O:5][CH2:4][CH2:3][C:2]([OH:7])([CH3:6])[CH3:1])(=[O:17])=[O:16])=[CH:11][CH:10]=1. (2) Given the reactants [C:1]([C:3]1[CH:8]=[CH:7][C:6]([C:9]([F:12])([F:11])[F:10])=[CH:5][CH:4]=1)#[CH:2].I[C:14]1[CH:35]=[CH:34][C:17]([C:18]([NH:20][S:21]([C:24]2[CH:29]=[CH:28][CH:27]=[CH:26][C:25]=2[S:30](=[O:33])(=[O:32])[NH2:31])(=[O:23])=[O:22])=[O:19])=[CH:16][CH:15]=1, predict the reaction product. The product is: [S:30]([C:25]1[CH:26]=[CH:27][CH:28]=[CH:29][C:24]=1[S:21]([NH:20][C:18](=[O:19])[C:17]1[CH:34]=[CH:35][C:14]([C:2]#[C:1][C:3]2[CH:8]=[CH:7][C:6]([C:9]([F:10])([F:11])[F:12])=[CH:5][CH:4]=2)=[CH:15][CH:16]=1)(=[O:22])=[O:23])(=[O:32])(=[O:33])[NH2:31].